This data is from Peptide-MHC class II binding affinity with 134,281 pairs from IEDB. The task is: Regression. Given a peptide amino acid sequence and an MHC pseudo amino acid sequence, predict their binding affinity value. This is MHC class II binding data. (1) The MHC is DRB1_0802 with pseudo-sequence DRB1_0802. The binding affinity (normalized) is 0.566. The peptide sequence is LIDVSGITLKQATTA. (2) The peptide sequence is MLWHAMPPELNTARL. The MHC is HLA-DQA10401-DQB10402 with pseudo-sequence HLA-DQA10401-DQB10402. The binding affinity (normalized) is 0.408. (3) The peptide sequence is NSFKPFAEYKSDYVY. The MHC is HLA-DQA10501-DQB10201 with pseudo-sequence HLA-DQA10501-DQB10201. The binding affinity (normalized) is 0.600. (4) The peptide sequence is LPRLIAFTSEHSHFS. The MHC is HLA-DQA10101-DQB10501 with pseudo-sequence HLA-DQA10101-DQB10501. The binding affinity (normalized) is 0.194. (5) The peptide sequence is SLRTTTVSGKLIHEW. The MHC is DRB1_0401 with pseudo-sequence DRB1_0401. The binding affinity (normalized) is 0.429. (6) The peptide sequence is AYGSFVRTVSLPVGA. The MHC is HLA-DPA10201-DPB10501 with pseudo-sequence HLA-DPA10201-DPB10501. The binding affinity (normalized) is 0.273. (7) The peptide sequence is MGRDIKVQFQSGGAN. The MHC is HLA-DQA10102-DQB10502 with pseudo-sequence HLA-DQA10102-DQB10502. The binding affinity (normalized) is 0.0575. (8) The peptide sequence is PWQSGSGGVWREMHH. The MHC is DRB1_0901 with pseudo-sequence DRB1_0901. The binding affinity (normalized) is 0.561.